This data is from Catalyst prediction with 721,799 reactions and 888 catalyst types from USPTO. The task is: Predict which catalyst facilitates the given reaction. (1) Reactant: [Cl:1][C:2]1[C:7]([O:8][CH3:9])=[CH:6][C:5]([O:10][CH3:11])=[C:4]([F:12])[C:3]=1[NH:13][CH2:14][C:15]1[CH:20]=[N:19][C:18]2[N:21]([CH2:24][O:25][CH2:26][CH2:27][Si:28]([CH3:31])([CH3:30])[CH3:29])[CH:22]=[CH:23][C:17]=2[C:16]=1[NH:32][CH:33]1[CH2:36][CH2:35][CH2:34]1.C(N(CC)CC)C.Cl[C:45](Cl)([O:47]C(=O)OC(Cl)(Cl)Cl)Cl.[OH-].[Na+]. The catalyst class is: 20. Product: [Cl:1][C:2]1[C:7]([O:8][CH3:9])=[CH:6][C:5]([O:10][CH3:11])=[C:4]([F:12])[C:3]=1[N:13]1[CH2:14][C:15]2[CH:20]=[N:19][C:18]3[N:21]([CH2:24][O:25][CH2:26][CH2:27][Si:28]([CH3:30])([CH3:31])[CH3:29])[CH:22]=[CH:23][C:17]=3[C:16]=2[N:32]([CH:33]2[CH2:36][CH2:35][CH2:34]2)[C:45]1=[O:47]. (2) Reactant: [ClH:1].Cl.[NH2:3][CH2:4][CH2:5][CH2:6][C:7]1[N:8]=[C:9]([NH2:12])[NH:10][CH:11]=1.BrBr.C([O:17]CC)C. Product: [ClH:1].[ClH:1].[NH2:12][C:9]1[NH:8][C:7](=[CH:6][CH2:5][CH2:4][NH2:3])[C:11](=[O:17])[N:10]=1. The catalyst class is: 16. (3) Reactant: [N:1]1([C:7]2[CH:12]=[CH:11][C:10]([NH:13][C:14]([C:16]3[CH2:21][CH2:20][CH2:19][CH2:18][C:17]=3[C:22]3[CH:27]=[CH:26][C:25]([C:28]([F:31])([F:30])[F:29])=[CH:24][CH:23]=3)=[O:15])=[CH:9][CH:8]=2)[CH2:6][CH2:5][NH:4][CH2:3][CH2:2]1.CC1C=CC(S(O[CH2:43][CH2:44][C:45]2[CH:50]=[CH:49][CH:48]=[C:47]([NH:51][C:52]([O:54][C:55]([CH3:58])([CH3:57])[CH3:56])=[O:53])[N:46]=2)(=O)=O)=CC=1.C(N(CC)CC)C.O. Product: [F:30][C:28]([F:29])([F:31])[C:25]1[CH:24]=[CH:23][C:22]([C:17]2[CH2:18][CH2:19][CH2:20][CH2:21][C:16]=2[C:14]([NH:13][C:10]2[CH:9]=[CH:8][C:7]([N:1]3[CH2:6][CH2:5][N:4]([CH2:43][CH2:44][C:45]4[N:46]=[C:47]([NH:51][C:52](=[O:53])[O:54][C:55]([CH3:58])([CH3:57])[CH3:56])[CH:48]=[CH:49][CH:50]=4)[CH2:3][CH2:2]3)=[CH:12][CH:11]=2)=[O:15])=[CH:27][CH:26]=1. The catalyst class is: 7. (4) Reactant: [CH3:1][N:2]([CH2:9][CH:10]1[CH2:15][CH2:14][N:13]([C:16]2[CH:21]=[CH:20][C:19]([NH:22]C(=O)OC(C)(C)C)=[CH:18][CH:17]=2)[CH2:12][CH2:11]1)[CH:3]1[CH2:7][CH2:6][N:5]([CH3:8])[CH2:4]1.FC(F)(F)C(O)=O. Product: [NH2:22][C:19]1[CH:20]=[CH:21][C:16]([N:13]2[CH2:14][CH2:15][CH:10]([CH2:9][N:2]([CH3:1])[CH:3]3[CH2:7][CH2:6][N:5]([CH3:8])[CH2:4]3)[CH2:11][CH2:12]2)=[CH:17][CH:18]=1. The catalyst class is: 4. (5) Product: [CH2:14]([C:18]1[N:22]([C:23]([CH3:26])([CH3:25])[CH3:24])[N:21]=[C:20]([C:27]#[N:29])[CH:19]=1)[CH2:15][CH2:16][CH3:17]. Reactant: FC(F)(F)C(OC(=O)C(F)(F)F)=O.[CH2:14]([C:18]1[N:22]([C:23]([CH3:26])([CH3:25])[CH3:24])[N:21]=[C:20]([C:27]([NH2:29])=O)[CH:19]=1)[CH2:15][CH2:16][CH3:17].C(N(CC)CC)C. The catalyst class is: 4. (6) Reactant: [Cl:1][C:2]1[CH:26]=[C:25]([F:27])[C:24]([C:28]2[CH:33]=[CH:32][CH:31]=[CH:30][N:29]=2)=[CH:23][C:3]=1[C:4]([NH:6][C:7]1[N:11]([C:12]2[CH:17]=[CH:16][CH:15]=[CH:14][CH:13]=2)[N:10]=[C:9]([C:18]([O:20]CC)=[O:19])[CH:8]=1)=[O:5].[OH-].[Na+]. Product: [Cl:1][C:2]1[CH:26]=[C:25]([F:27])[C:24]([C:28]2[CH:33]=[CH:32][CH:31]=[CH:30][N:29]=2)=[CH:23][C:3]=1[C:4]([NH:6][C:7]1[N:11]([C:12]2[CH:13]=[CH:14][CH:15]=[CH:16][CH:17]=2)[N:10]=[C:9]([C:18]([OH:20])=[O:19])[CH:8]=1)=[O:5]. The catalyst class is: 33. (7) Reactant: [OH:1][C:2]1[C:11]2[C:10](=[O:12])[C:9]([O:13][CH3:14])=[CH:8][C:7](=[O:15])[C:6]=2[C:5]([OH:16])=[C:4]2[C:17](=[O:37])[C@:18]3([C:32]4[C:31]([OH:33])=[C:30]5[C:25]([CH:26]=[C:27]([CH:35]=O)[NH:28][C:29]5=[O:34])=[CH:24][C:23]=4[CH2:22][CH2:21]3)[C:19](=[O:20])[C:3]=12.[Cl-].[CH2:39]([O:46][NH3+:47])[C:40]1[CH:45]=[CH:44][CH:43]=[CH:42][CH:41]=1.N1C=CC=CC=1.O. Product: [CH2:39]([O:46][N:47]=[CH:35][C:27]1[NH:28][C:29](=[O:34])[C:30]2[C:25]([CH:26]=1)=[CH:24][C:23]1[CH2:22][CH2:21][C@@:18]3([C:17](=[O:37])[C:4]4=[C:5]([OH:16])[C:6]5[C:7](=[O:15])[CH:8]=[C:9]([O:13][CH3:14])[C:10](=[O:12])[C:11]=5[C:2]([OH:1])=[C:3]4[C:19]3=[O:20])[C:32]=1[C:31]=2[OH:33])[C:40]1[CH:45]=[CH:44][CH:43]=[CH:42][CH:41]=1. The catalyst class is: 3.